This data is from Reaction yield outcomes from USPTO patents with 853,638 reactions. The task is: Predict the reaction yield, written as a fraction of the theoretical maximum amount of product (1.0 means a 100% yield; for example, 0.34 means a 34% yield). (1) The reactants are [CH2:1]([NH:5][S:6]([NH:9][C:10](=[O:30])/[CH:11]=[CH:12]/[C:13]1[C:14]([CH3:29])=[N:15][N:16]([CH3:28])[C:17]=1[N:18]1[C:26]2[C:21](=[CH:22][CH:23]=[C:24]([OH:27])[CH:25]=2)[CH:20]=[CH:19]1)(=[O:8])=[O:7])[CH2:2][CH2:3][CH3:4].C(N(CC)CC)C.[CH3:38][S:39](Cl)(=[O:41])=[O:40].O. The catalyst is O1CCCC1. The product is [CH3:38][S:39]([O:27][C:24]1[CH:25]=[C:26]2[C:21]([CH:20]=[CH:19][N:18]2[C:17]2[N:16]([CH3:28])[N:15]=[C:14]([CH3:29])[C:13]=2/[CH:12]=[CH:11]/[C:10]([NH:9][S:6]([NH:5][CH2:1][CH2:2][CH2:3][CH3:4])(=[O:8])=[O:7])=[O:30])=[CH:22][CH:23]=1)(=[O:41])=[O:40]. The yield is 0.720. (2) The reactants are O[C:2]1[N:3]=[CH:4][C:5]([C:8]([OH:10])=O)=[N:6][CH:7]=1.C(N(C(C)C)CC)(C)C.[CH3:20][N:21]1[CH2:26][CH2:25][NH:24][CH2:23][CH2:22]1.O.S(Cl)([Cl:30])=O. The catalyst is CN(C)C=O. The product is [Cl:30][C:2]1[CH:7]=[N:6][C:5]([C:8]([N:24]2[CH2:25][CH2:26][N:21]([CH3:20])[CH2:22][CH2:23]2)=[O:10])=[CH:4][N:3]=1. The yield is 0.620. (3) The reactants are [CH2:1]([N:7]1[C:15]2[C:10](=[CH:11][CH:12]=[CH:13][CH:14]=2)[C:9]([CH2:26][C:27]([O-:29])=[O:28])([C:16]2[C:24](O)=[CH:23][C:19]3[O:20][CH2:21][O:22][C:18]=3[CH:17]=2)[C:8]1=[O:30])[CH2:2][CH2:3][CH2:4][CH2:5][CH3:6].[OH-].[Li+]. The catalyst is C1COCC1.O. The product is [CH2:1]([N:7]1[C:15]2[C:10](=[CH:11][CH:12]=[CH:13][CH:14]=2)[C:9]2([C:16]3[CH:17]=[C:18]4[O:22][CH2:21][O:20][C:19]4=[CH:23][C:24]=3[O:29][C:27](=[O:28])[CH2:26]2)[C:8]1=[O:30])[CH2:2][CH2:3][CH2:4][CH2:5][CH3:6]. The yield is 0.530. (4) The reactants are C([S:4][C@@H:5]1[CH2:9][CH2:8][N:7]([C:10]2[S:11][CH:12]=[C:13]([C:15](=[O:17])[NH2:16])[N:14]=2)[CH2:6]1)(=O)C.C(O)(=O)C.NN.C1(P(O[C:39]2[C@H:40]([CH3:63])[C@H:41]3[C@@H:58]([C@H:59]([OH:61])[CH3:60])[C:57](=[O:62])[N:42]3[C:43]=2[C:44]([O:46][CH2:47][C:48]2[CH:53]=[CH:52][C:51]([N+:54]([O-:56])=[O:55])=[CH:50][CH:49]=2)=[O:45])(C2C=CC=CC=2)=O)C=CC=CC=1.C(N(C(C)C)CC)(C)C.C(=O)([O-])O.[Na+]. The catalyst is CN(C)C=O.C(#N)C.C(OCC)(=O)C. The product is [C:15]([C:13]1[N:14]=[C:10]([N:7]2[CH2:8][CH2:9][C@@H:5]([S:4][C:39]3[C@H:40]([CH3:63])[C@@H:41]4[C@@H:58]([C@H:59]([OH:61])[CH3:60])[C:57](=[O:62])[N:42]4[C:43]=3[C:44]([O:46][CH2:47][C:48]3[CH:49]=[CH:50][C:51]([N+:54]([O-:56])=[O:55])=[CH:52][CH:53]=3)=[O:45])[CH2:6]2)[S:11][CH:12]=1)(=[O:17])[NH2:16]. The yield is 0.870. (5) The yield is 0.850. The reactants are COC([CH:5]1[C:12](=[O:13])[CH2:11][C:8]2([CH2:10][CH2:9]2)[NH:7][C:6]1=[O:14])=O. The product is [CH2:9]1[C:8]2([CH2:11][C:12](=[O:13])[CH2:5][C:6](=[O:14])[NH:7]2)[CH2:10]1. The catalyst is C(#N)C.O. (6) The reactants are [O:1]1[CH2:6][CH2:5][CH:4]([NH2:7])[CH2:3][CH2:2]1.[Si:8]([O:15][CH2:16][C@@H:17]([N:26]1[CH:31]=[CH:30][C:29]([C:32]2[CH:37]=[CH:36][N:35]=[C:34](S(C)(=O)=O)[N:33]=2)=[CH:28][C:27]1=[O:42])[C:18]1[CH:23]=[CH:22][C:21]([F:24])=[C:20]([Cl:25])[CH:19]=1)([C:11]([CH3:14])([CH3:13])[CH3:12])([CH3:10])[CH3:9]. The catalyst is CC(N(C)C)=O.O. The product is [Si:8]([O:15][CH2:16][C@@H:17]([N:26]1[CH:31]=[CH:30][C:29]([C:32]2[CH:37]=[CH:36][N:35]=[C:34]([NH:7][CH:4]3[CH2:5][CH2:6][O:1][CH2:2][CH2:3]3)[N:33]=2)=[CH:28][C:27]1=[O:42])[C:18]1[CH:23]=[CH:22][C:21]([F:24])=[C:20]([Cl:25])[CH:19]=1)([C:11]([CH3:14])([CH3:12])[CH3:13])([CH3:10])[CH3:9]. The yield is 0.920.